Predict the reactants needed to synthesize the given product. From a dataset of Full USPTO retrosynthesis dataset with 1.9M reactions from patents (1976-2016). The reactants are: [CH3:1][O:2][C:3]1[CH:8]=[CH:7][C:6]([NH:9][CH:10]2[CH2:15][CH2:14][N:13]([C:16]([O:18][C:19]([CH3:22])([CH3:21])[CH3:20])=[O:17])[CH2:12][CH2:11]2)=[CH:5][CH:4]=1.Cl[CH2:24][C:25]1[CH:30]=[CH:29][N:28]=[C:27]([C:31]2[CH:36]=[CH:35][CH:34]=[CH:33][CH:32]=2)[CH:26]=1. Given the product [C:19]([O:18][C:16]([N:13]1[CH2:14][CH2:15][CH:10]([N:9]([C:6]2[CH:5]=[CH:4][C:3]([O:2][CH3:1])=[CH:8][CH:7]=2)[CH2:24][C:25]2[CH:30]=[CH:29][N:28]=[C:27]([C:31]3[CH:32]=[CH:33][CH:34]=[CH:35][CH:36]=3)[CH:26]=2)[CH2:11][CH2:12]1)=[O:17])([CH3:22])([CH3:21])[CH3:20], predict the reactants needed to synthesize it.